This data is from Forward reaction prediction with 1.9M reactions from USPTO patents (1976-2016). The task is: Predict the product of the given reaction. (1) Given the reactants [Cl:1][C:2]1[CH:3]=[C:4]([N+:11]([O-:13])=[O:12])[CH:5]=[C:6]2[C:10]=1[NH:9][CH2:8][CH2:7]2, predict the reaction product. The product is: [Cl:1][C:2]1[CH:3]=[C:4]([N+:11]([O-:13])=[O:12])[CH:5]=[C:6]2[C:10]=1[NH:9][CH:8]=[CH:7]2. (2) Given the reactants Br[CH2:2]C1C=CC(F)=CC=1.Br[CH2:11][CH:12]1[CH2:14][CH2:13]1.[O:15]=[C:16]1[NH:20][CH2:19][CH2:18][N:17]1[C:21]1[CH:22]=[C:23]([CH:27]=[CH:28][N:29]=1)[C:24]([O-:26])=[O:25], predict the reaction product. The product is: [CH:14]1([CH2:13][N:20]2[CH2:19][CH2:18][N:17]([C:21]3[CH:22]=[C:23]([CH:27]=[CH:28][N:29]=3)[C:24]([O:26][CH3:2])=[O:25])[C:16]2=[O:15])[CH2:12][CH2:11]1. (3) The product is: [C:26]([NH:30][NH:31][C:22]([C:21]1[CH:20]=[N:19][N:16]2[CH:17]=[CH:18][C:13]([N:9]3[CH2:10][CH2:11][CH2:12][CH:8]3[C:4]3[CH:5]=[N:6][CH:7]=[C:2]([F:1])[CH:3]=3)=[N:14][C:15]=12)=[O:24])(=[O:29])[CH3:27]. Given the reactants [F:1][C:2]1[CH:3]=[C:4]([CH:8]2[CH2:12][CH2:11][CH2:10][N:9]2[C:13]2[CH:18]=[CH:17][N:16]3[N:19]=[CH:20][C:21]([C:22]([OH:24])=O)=[C:15]3[N:14]=2)[CH:5]=[N:6][CH:7]=1.Cl.[C:26]([NH:30][NH2:31])(=[O:29])[CH2:27]C.CCN(C(C)C)C(C)C.CN(C(ON1N=NC2C=CC=NC1=2)=[N+](C)C)C.F[P-](F)(F)(F)(F)F, predict the reaction product. (4) Given the reactants Cl[C:2]1[N:11]=[C:10]([NH:12][CH2:13][CH:14]([C:21]2[CH:26]=[CH:25][CH:24]=[CH:23][CH:22]=2)[C:15]2[CH:20]=[CH:19][CH:18]=[CH:17][CH:16]=2)[C:9]2[C:4](=[CH:5][CH:6]=[CH:7][CH:8]=2)[N:3]=1.CC1(C)C(C)(C)OB([C:35]2[C:43]3[C:38](=[N:39][CH:40]=[CH:41][CH:42]=3)[N:37]([C:44]([O:46][C:47]([CH3:50])([CH3:49])[CH3:48])=[O:45])[CH:36]=2)O1.C(NC1C2C(=CC=CC=2)N=C(C2SC3C=CC=CC=3C=2)N=1)(C1C=CC=CC=1)C1C=CC=CC=1, predict the reaction product. The product is: [C:15]1([CH:14]([C:21]2[CH:26]=[CH:25][CH:24]=[CH:23][CH:22]=2)[CH2:13][NH:12][C:10]2[C:9]3[C:4](=[CH:5][CH:6]=[CH:7][CH:8]=3)[N:3]=[C:2]([C:35]3[C:43]4[C:38](=[N:39][CH:40]=[CH:41][CH:42]=4)[N:37]([C:44]([O:46][C:47]([CH3:50])([CH3:49])[CH3:48])=[O:45])[CH:36]=3)[N:11]=2)[CH:20]=[CH:19][CH:18]=[CH:17][CH:16]=1. (5) Given the reactants [C:1]([C:4]1[C:5]([NH:10][C:11](=O)[CH2:12][CH2:13][C:14]([O:16][C:17]([CH3:20])([CH3:19])[CH3:18])=[O:15])=[N:6][CH:7]=[CH:8][CH:9]=1)(=[O:3])[NH2:2].O.[OH-].[Li+], predict the reaction product. The product is: [O:3]=[C:1]1[NH:2][C:11]([CH2:12][CH2:13][C:14]([O:16][C:17]([CH3:20])([CH3:19])[CH3:18])=[O:15])=[N:10][C:5]2[N:6]=[CH:7][CH:8]=[CH:9][C:4]1=2. (6) Given the reactants [Cl:1][C:2]1[CH:3]=[C:4]([F:19])[CH:5]=[C:6]2[C:10]=1[NH:9][C:8](=[O:11])[C:7]2([CH2:14][CH2:15][CH2:16][CH2:17]Cl)[CH2:12][CH3:13].[S:20]1[C:28]2[CH2:27][CH2:26][NH:25][CH2:24][C:23]=2[CH:22]=[CH:21]1, predict the reaction product. The product is: [Cl:1][C:2]1[CH:3]=[C:4]([F:19])[CH:5]=[C:6]2[C:10]=1[NH:9][C:8](=[O:11])[C:7]2([CH2:14][CH2:15][CH2:16][CH2:17][N:25]1[CH2:26][CH2:27][C:28]2[S:20][CH:21]=[CH:22][C:23]=2[CH2:24]1)[CH2:12][CH3:13]. (7) Given the reactants [N+:1]([C:4]1[CH:9]=[C:8]([CH2:10][Cl:11])[CH:7]=[CH:6][C:5]=1[S:12][C:13]1[C:14](=[CH:19][CH:20]=[CH:21][CH:22]=1)[C:15]([O:17][CH3:18])=[O:16])([O-])=O, predict the reaction product. The product is: [NH2:1][C:4]1[CH:9]=[C:8]([CH2:10][Cl:11])[CH:7]=[CH:6][C:5]=1[S:12][C:13]1[C:14](=[CH:19][CH:20]=[CH:21][CH:22]=1)[C:15]([O:17][CH3:18])=[O:16]. (8) Given the reactants [OH:1][C:2]1[CH:3]=[C:4]([C:8]2[N:12]3[CH:13]=[CH:14][CH:15]=[C:16]([C:17]#[N:18])[C:11]3=[N:10][C:9]=2[CH:19]([CH3:21])[CH3:20])[CH:5]=[CH:6][CH:7]=1.Br[C:23]1[CH:28]=[CH:27][CH:26]=[C:25]([S:29]([CH:32]([CH3:34])[CH3:33])(=[O:31])=[O:30])[CH:24]=1, predict the reaction product. The product is: [CH:19]([C:9]1[N:10]=[C:11]2[C:16]([C:17]#[N:18])=[CH:15][CH:14]=[CH:13][N:12]2[C:8]=1[C:4]1[CH:5]=[CH:6][CH:7]=[C:2]([O:1][C:27]2[CH:28]=[CH:23][CH:24]=[C:25]([S:29]([CH:32]([CH3:34])[CH3:33])(=[O:30])=[O:31])[CH:26]=2)[CH:3]=1)([CH3:21])[CH3:20]. (9) Given the reactants [NH2:1][C:2]1[CH:18]=[CH:17][C:5]([O:6][C:7]2[CH:12]=[CH:11][N:10]=[C:9]([NH2:13])[C:8]=2[N+:14]([O-:16])=[O:15])=[C:4]([CH3:19])[C:3]=1[CH3:20].[Cl:21][C:22]1[CH:27]=[CH:26][C:25]([N:28]=[C:29]=[O:30])=[CH:24][C:23]=1[C:31]([F:34])([F:33])[F:32], predict the reaction product. The product is: [NH2:13][C:9]1[C:8]([N+:14]([O-:16])=[O:15])=[C:7]([O:6][C:5]2[CH:17]=[CH:18][C:2]([NH:1][C:29]([NH:28][C:25]3[CH:26]=[CH:27][C:22]([Cl:21])=[C:23]([C:31]([F:33])([F:32])[F:34])[CH:24]=3)=[O:30])=[C:3]([CH3:20])[C:4]=2[CH3:19])[CH:12]=[CH:11][N:10]=1.